This data is from Reaction yield outcomes from USPTO patents with 853,638 reactions. The task is: Predict the reaction yield, written as a fraction of the theoretical maximum amount of product (1.0 means a 100% yield; for example, 0.34 means a 34% yield). The reactants are [C:1]([NH:4][CH2:5][CH2:6][CH:7]([C:9]1[CH:17]=[CH:16][C:12]([C:13]([OH:15])=O)=[CH:11][CH:10]=1)[CH3:8])(=[O:3])[CH3:2].[C:1]([NH:4][CH2:5][CH2:6][CH:7]([C:9]1[CH:17]=[CH:16][C:12]([C:13]([OH:15])=O)=[CH:11][CH:10]=1)[CH3:8])(=[O:3])[CH3:2].N1(O)C2C=CC=CC=2N=N1.C(N(CC)CC)C.[NH2:52][CH2:53][C:54]1[C:55]([OH:62])=[N:56][C:57]([CH3:61])=[CH:58][C:59]=1[CH3:60]. The catalyst is ClCCl.O. The product is [C:1]([NH:4][CH2:5][CH2:6][CH:7]([C:9]1[CH:10]=[CH:11][C:12]([C:13]([NH:52][CH2:53][C:54]2[C:55]([OH:62])=[N:56][C:57]([CH3:61])=[CH:58][C:59]=2[CH3:60])=[O:15])=[CH:16][CH:17]=1)[CH3:8])(=[O:3])[CH3:2]. The yield is 0.0210.